Dataset: Catalyst prediction with 721,799 reactions and 888 catalyst types from USPTO. Task: Predict which catalyst facilitates the given reaction. (1) Reactant: O=P(Cl)(Cl)[Cl:3].[CH3:6][N:7]1[C:11]([C:12]2[N:13]=[C:14](O)[C:15]3[S:20][CH:19]=[CH:18][C:16]=3[N:17]=2)=[CH:10][C:9]([CH3:22])=[N:8]1.C([O-])([O-])=O.[K+].[K+]. Product: [Cl:3][C:14]1[C:15]2[S:20][CH:19]=[CH:18][C:16]=2[N:17]=[C:12]([C:11]2[N:7]([CH3:6])[N:8]=[C:9]([CH3:22])[CH:10]=2)[N:13]=1. The catalyst class is: 22. (2) Reactant: [CH3:1][N:2]([CH2:13][CH2:14][CH2:15][N:16]([CH3:34])[CH2:17][C:18](=[O:33])[NH:19][C:20]1[CH:25]=[CH:24][C:23]([O:26][C:27]2[CH:32]=[CH:31][CH:30]=[CH:29][CH:28]=2)=[CH:22][CH:21]=1)[CH:3]([CH2:9][CH2:10][CH2:11][CH3:12])[C:4]([O:6]CC)=[O:5].[OH-].[Na+]. Product: [CH3:1][N:2]([CH2:13][CH2:14][CH2:15][N:16]([CH3:34])[CH2:17][C:18](=[O:33])[NH:19][C:20]1[CH:21]=[CH:22][C:23]([O:26][C:27]2[CH:28]=[CH:29][CH:30]=[CH:31][CH:32]=2)=[CH:24][CH:25]=1)[CH:3]([CH2:9][CH2:10][CH2:11][CH3:12])[C:4]([OH:6])=[O:5]. The catalyst class is: 5. (3) Reactant: [Cl:1][C:2]1[CH:3]=[CH:4][C:5]([C:8]([NH:10][C:11]2[CH:16]=[CH:15][C:14]([F:17])=[C:13]([C@:18]3([CH3:40])[CH2:23][C@@H:22]([C:24]([F:27])([F:26])[F:25])[O:21][C:20]([NH:28]C(=O)C4C=CC([N+]([O-])=O)=CC=4)=[N:19]3)[N:12]=2)=[O:9])=[N:6][CH:7]=1.N12CCCN=C1CCCCC2. Product: [NH2:28][C:20]1[O:21][C@H:22]([C:24]([F:25])([F:27])[F:26])[CH2:23][C@:18]([C:13]2[N:12]=[C:11]([NH:10][C:8](=[O:9])[C:5]3[CH:4]=[CH:3][C:2]([Cl:1])=[CH:7][N:6]=3)[CH:16]=[CH:15][C:14]=2[F:17])([CH3:40])[N:19]=1. The catalyst class is: 5.